Dataset: NCI-60 drug combinations with 297,098 pairs across 59 cell lines. Task: Regression. Given two drug SMILES strings and cell line genomic features, predict the synergy score measuring deviation from expected non-interaction effect. (1) Drug 1: C1CN1C2=NC(=NC(=N2)N3CC3)N4CC4. Drug 2: CNC(=O)C1=NC=CC(=C1)OC2=CC=C(C=C2)NC(=O)NC3=CC(=C(C=C3)Cl)C(F)(F)F. Cell line: IGROV1. Synergy scores: CSS=4.85, Synergy_ZIP=-27.2, Synergy_Bliss=-59.8, Synergy_Loewe=-60.0, Synergy_HSA=-58.9. (2) Drug 1: CN1CCC(CC1)COC2=C(C=C3C(=C2)N=CN=C3NC4=C(C=C(C=C4)Br)F)OC. Drug 2: CC12CCC3C(C1CCC2=O)CC(=C)C4=CC(=O)C=CC34C. Cell line: IGROV1. Synergy scores: CSS=68.6, Synergy_ZIP=2.75, Synergy_Bliss=0.175, Synergy_Loewe=-7.95, Synergy_HSA=2.06. (3) Drug 1: COC1=NC(=NC2=C1N=CN2C3C(C(C(O3)CO)O)O)N. Drug 2: C1C(C(OC1N2C=NC3=C2NC=NCC3O)CO)O. Cell line: HCT-15. Synergy scores: CSS=-5.91, Synergy_ZIP=7.77, Synergy_Bliss=12.1, Synergy_Loewe=-1.84, Synergy_HSA=1.49. (4) Drug 1: CC1=CC=C(C=C1)C2=CC(=NN2C3=CC=C(C=C3)S(=O)(=O)N)C(F)(F)F. Drug 2: C1C(C(OC1N2C=NC(=NC2=O)N)CO)O. Cell line: UO-31. Synergy scores: CSS=5.56, Synergy_ZIP=2.00, Synergy_Bliss=-2.95, Synergy_Loewe=-0.994, Synergy_HSA=-0.560.